Dataset: Forward reaction prediction with 1.9M reactions from USPTO patents (1976-2016). Task: Predict the product of the given reaction. (1) The product is: [CH2:32]([O:31][C:29]([CH:28]1[C:27](=[O:26])[C:15]2[C:14](=[C:13]3[C:18](=[CH:17][CH:16]=2)[CH:19]=[C:10]([C:8](=[O:9])[N:7]([CH2:6][C:5]2[CH:22]=[CH:23][C:2]([F:1])=[CH:3][CH:4]=2)[CH3:21])[CH:11]=[N:12]3)[N:20]=[CH:34]1)=[O:30])[CH3:33]. Given the reactants [F:1][C:2]1[CH:23]=[CH:22][C:5]([CH2:6][N:7]([CH3:21])[C:8]([C:10]2[CH:11]=[N:12][C:13]3[C:18]([CH:19]=2)=[CH:17][CH:16]=[CH:15][C:14]=3[NH2:20])=[O:9])=[CH:4][CH:3]=1.C([O:26][CH:27]=[C:28]([C:34](OCC)=O)[C:29]([O:31][CH2:32][CH3:33])=[O:30])C, predict the reaction product. (2) Given the reactants [NH2:1][C:2]1[CH:3]=[CH:4][C:5]([F:10])=[C:6]([CH:9]=1)[C:7]#[N:8].[H-].[Na+].[F:13][C:14]([F:44])([F:43])[C:15]1[CH:20]=[CH:19][C:18]([C@@H:21]2[C:30]3[C:25](=[CH:26][CH:27]=[CH:28][CH:29]=3)[CH2:24][CH2:23][N:22]2[C:31](OC2C=CC([N+]([O-])=O)=CC=2)=[O:32])=[CH:17][CH:16]=1.O, predict the reaction product. The product is: [C:7]([C:6]1[CH:9]=[C:2]([NH:1][C:31]([N:22]2[CH2:23][CH2:24][C:25]3[C:30](=[CH:29][CH:28]=[CH:27][CH:26]=3)[C@H:21]2[C:18]2[CH:19]=[CH:20][C:15]([C:14]([F:43])([F:13])[F:44])=[CH:16][CH:17]=2)=[O:32])[CH:3]=[CH:4][C:5]=1[F:10])#[N:8]. (3) Given the reactants [C:1]([C:3]1[CH:23]=[CH:22][C:6]([CH2:7][N:8]2[C:16]3[C:11](=[CH:12][CH:13]=[CH:14][C:15]=3[F:17])[C:10]([C:18]([O:20]C)=[O:19])=[N:9]2)=[CH:5][CH:4]=1)#[N:2].[OH-].[Na+], predict the reaction product. The product is: [C:1]([C:3]1[CH:4]=[CH:5][C:6]([CH2:7][N:8]2[C:16]3[C:11](=[CH:12][CH:13]=[CH:14][C:15]=3[F:17])[C:10]([C:18]([OH:20])=[O:19])=[N:9]2)=[CH:22][CH:23]=1)#[N:2].